Dataset: Forward reaction prediction with 1.9M reactions from USPTO patents (1976-2016). Task: Predict the product of the given reaction. The product is: [F:22][C:23]1[C:28]([C:2]2[CH:3]=[C:4]3[C@@:15]4([CH2:19][S:18][C:17]([NH2:20])=[N:16]4)[C:14]4[CH:13]=[C:12]([C:37]5[CH:36]=[CH:35][N:34]=[C:33]([F:32])[CH:38]=5)[N:11]=[CH:10][C:9]=4[O:8][C:5]3=[CH:6][CH:7]=2)=[CH:27][CH:26]=[CH:25][N:24]=1. Given the reactants Br[C:2]1[CH:3]=[C:4]2[C@@:15]3([CH2:19][S:18][C:17]([NH2:20])=[N:16]3)[C:14]3[CH:13]=[C:12](Cl)[N:11]=[CH:10][C:9]=3[O:8][C:5]2=[CH:6][CH:7]=1.[F:22][C:23]1[C:28](B(O)O)=[CH:27][CH:26]=[CH:25][N:24]=1.[F:32][C:33]1[CH:38]=[C:37](B(O)O)[CH:36]=[CH:35][N:34]=1, predict the reaction product.